This data is from Reaction yield outcomes from USPTO patents with 853,638 reactions. The task is: Predict the reaction yield, written as a fraction of the theoretical maximum amount of product (1.0 means a 100% yield; for example, 0.34 means a 34% yield). The reactants are [CH:1]([C:4]1[CH:9]=[CH:8][C:7]([CH:10]2[C:14]3[C:15]([CH3:20])=[CH:16][C:17]([CH3:19])=[CH:18][C:13]=3[S:12][CH2:11]2)=[CH:6][CH:5]=1)([CH3:3])[CH3:2].[Br:21]Br.O. The catalyst is ClCCl.[Fe]. The product is [Br:21][C:16]1[C:17]([CH3:19])=[CH:18][C:13]2[S:12][CH2:11][CH:10]([C:7]3[CH:8]=[CH:9][C:4]([CH:1]([CH3:3])[CH3:2])=[CH:5][CH:6]=3)[C:14]=2[C:15]=1[CH3:20]. The yield is 0.800.